From a dataset of Full USPTO retrosynthesis dataset with 1.9M reactions from patents (1976-2016). Predict the reactants needed to synthesize the given product. Given the product [CH:14]1([NH:20][C:21]([C:23]2[C:24]([S:29][CH2:6][CH2:7][C:8]3[CH:13]=[CH:12][CH:11]=[CH:10][N:9]=3)=[N:25][CH:26]=[CH:27][CH:28]=2)=[O:22])[CH2:15][CH2:16][CH2:17][CH2:18][CH2:19]1, predict the reactants needed to synthesize it. The reactants are: CS(O[CH2:6][CH2:7][C:8]1[CH:13]=[CH:12][CH:11]=[CH:10][N:9]=1)(=O)=O.[CH:14]1([NH:20][C:21]([C:23]2[C:24]([SH:29])=[N:25][CH:26]=[CH:27][CH:28]=2)=[O:22])[CH2:19][CH2:18][CH2:17][CH2:16][CH2:15]1.C(=O)([O-])[O-].[K+].[K+].C(#N)C.